The task is: Predict the reactants needed to synthesize the given product.. This data is from Full USPTO retrosynthesis dataset with 1.9M reactions from patents (1976-2016). (1) Given the product [CH2:23]([C:19]1[CH:20]=[C:21]([CH3:22])[C:16]([N:13]2[CH2:14][CH2:15][N:10]([C:8]([C:5]3[CH:6]=[CH:7][C:2]([N:29]4[C:30]([CH3:34])([CH3:33])[C:31](=[O:32])[N:27]([CH3:26])[C:28]4=[O:35])=[CH:3][C:4]=3[F:25])=[O:9])[CH2:11][CH2:12]2)=[N:17][CH:18]=1)[CH3:24], predict the reactants needed to synthesize it. The reactants are: Br[C:2]1[CH:7]=[CH:6][C:5]([C:8]([N:10]2[CH2:15][CH2:14][N:13]([C:16]3[C:21]([CH3:22])=[CH:20][C:19]([CH2:23][CH3:24])=[CH:18][N:17]=3)[CH2:12][CH2:11]2)=[O:9])=[C:4]([F:25])[CH:3]=1.[CH3:26][N:27]1[C:31](=[O:32])[C:30]([CH3:34])([CH3:33])[NH:29][C:28]1=[O:35]. (2) Given the product [O:26]=[C:20]1[CH:19]([N:18]2[C:3](=[O:9])[C:4]3=[CH:8][S:7][CH:6]=[C:5]3[C:1]2=[O:10])[CH2:24][CH2:23][C:22](=[O:25])[NH:21]1, predict the reactants needed to synthesize it. The reactants are: [C:1]1(=[O:10])[C:5]2=[CH:6][S:7][CH:8]=[C:4]2[C:3](=[O:9])O1.FC(F)(F)C(O)=O.[NH2:18][CH:19]1[CH2:24][CH2:23][C:22](=[O:25])[NH:21][C:20]1=[O:26]. (3) Given the product [CH3:26][O:25][C:21]1[CH:22]=[CH:23][CH:24]=[C:4]([O:3][CH3:2])[C:5]=1[CH2:6][NH:7][C:8]([NH:10][C:11]1[S:12][CH:13]=[C:14]([C:16]([NH:30][CH:27]([CH3:29])[CH3:28])=[O:18])[N:15]=1)=[NH:9], predict the reactants needed to synthesize it. The reactants are: [Br-].[CH3:2][O:3][C:4]1[CH:24]=[CH:23][CH:22]=[C:21]([O:25][CH3:26])[C:5]=1[CH2:6][NH:7][C:8]([NH:10][C:11]1[S:12][CH:13]=[C:14]([C:16]([O:18]CC)=O)[N:15]=1)=[NH:9].[CH:27]([NH:30]C(C)C)([CH3:29])[CH3:28]. (4) Given the product [C:1]([O:5][C:6](=[O:26])[C:7]1[C:8](=[CH:19][CH:20]=[C:21]([NH2:23])[CH:22]=1)[C:9]([NH:11][C:12]1[CH:17]=[CH:16][C:15]([Cl:18])=[CH:14][CH:13]=1)=[O:10])([CH3:4])([CH3:2])[CH3:3], predict the reactants needed to synthesize it. The reactants are: [C:1]([O:5][C:6](=[O:26])[C:7]1[C:8](=[CH:19][CH:20]=[C:21]([N+:23]([O-])=O)[CH:22]=1)[C:9]([NH:11][C:12]1[CH:17]=[CH:16][C:15]([Cl:18])=[CH:14][CH:13]=1)=[O:10])([CH3:4])([CH3:3])[CH3:2]. (5) Given the product [F:20][C:21]1[CH:28]=[CH:27][C:24]([CH2:25][N:10]([CH:7]2[CH2:8][CH2:9][N:4]([C:1](=[O:3])[CH3:2])[CH2:5][CH2:6]2)[C:11](=[O:17])[O:12][C:13]([CH3:16])([CH3:15])[CH3:14])=[CH:23][CH:22]=1, predict the reactants needed to synthesize it. The reactants are: [C:1]([N:4]1[CH2:9][CH2:8][CH:7]([NH:10][C:11](=[O:17])[O:12][C:13]([CH3:16])([CH3:15])[CH3:14])[CH2:6][CH2:5]1)(=[O:3])[CH3:2].[H-].[Na+].[F:20][C:21]1[CH:28]=[CH:27][C:24]([CH2:25]Br)=[CH:23][CH:22]=1.C(OCC)(=O)C. (6) Given the product [F:1][C:2]([F:38])([F:37])[C:3]1[CH:4]=[C:5]([C@H:13]2[O:17][C:16](=[O:18])[N:15]([CH2:19][C:20]3[C:21]([NH:27][CH:28]4[CH2:33][CH2:32][O:31][CH:30]([CH2:34][CH3:35])[CH2:29]4)=[N:22][CH:23]=[C:24]([C:41]4[N:40]([CH3:39])[CH:44]=[CH:43][CH:42]=4)[CH:25]=3)[C@H:14]2[CH3:36])[CH:6]=[C:7]([C:9]([F:12])([F:11])[F:10])[CH:8]=1, predict the reactants needed to synthesize it. The reactants are: [F:1][C:2]([F:38])([F:37])[C:3]1[CH:4]=[C:5]([C@H:13]2[O:17][C:16](=[O:18])[N:15]([CH2:19][C:20]3[C:21]([NH:27][CH:28]4[CH2:33][CH2:32][O:31][CH:30]([CH2:34][CH3:35])[CH2:29]4)=[N:22][CH:23]=[C:24](Br)[CH:25]=3)[C@H:14]2[CH3:36])[CH:6]=[C:7]([C:9]([F:12])([F:11])[F:10])[CH:8]=1.[CH3:39][N:40]1[CH:44]=[CH:43][CH:42]=[C:41]1[Sn](CCCC)(CCCC)CCCC. (7) Given the product [Cl:26][C:7]1[C:6]([C:13]#[N:14])=[C:5]([C:15]2[CH:20]=[CH:19][CH:18]=[C:17]([CH:21]([CH3:23])[CH3:22])[CH:16]=2)[C:4]2[C:9](=[CH:10][CH:11]=[C:2]([Cl:1])[CH:3]=2)[N:8]=1, predict the reactants needed to synthesize it. The reactants are: [Cl:1][C:2]1[CH:3]=[C:4]2[C:9](=[CH:10][CH:11]=1)[NH:8][C:7](=O)[C:6]([C:13]#[N:14])=[C:5]2[C:15]1[CH:20]=[CH:19][CH:18]=[C:17]([CH:21]([CH3:23])[CH3:22])[CH:16]=1.P(Cl)(Cl)([Cl:26])=O.